Dataset: Catalyst prediction with 721,799 reactions and 888 catalyst types from USPTO. Task: Predict which catalyst facilitates the given reaction. (1) Reactant: [Cl:1][C:2]1[CH:3]=[C:4]([CH:9]([NH:11][C:12]2[CH:13]=[C:14]([N:24]3[CH2:29][CH2:28][N:27](C(OC(C)(C)C)=O)[CH2:26][CH2:25]3)[CH:15]=[CH:16][C:17]=2[C:18](=[O:23])[C:19]([F:22])([F:21])[F:20])[CH3:10])[CH:5]=[C:6]([Cl:8])[CH:7]=1.Cl. Product: [ClH:1].[Cl:1][C:2]1[CH:3]=[C:4]([CH:9]([NH:11][C:12]2[CH:13]=[C:14]([N:24]3[CH2:29][CH2:28][NH:27][CH2:26][CH2:25]3)[CH:15]=[CH:16][C:17]=2[C:18](=[O:23])[C:19]([F:20])([F:22])[F:21])[CH3:10])[CH:5]=[C:6]([Cl:8])[CH:7]=1. The catalyst class is: 268. (2) Reactant: [C:1]12([CH2:11][O:12][C:13]3[C:21]([CH:22]=[CH2:23])=[CH:20][C:16]([C:17]([OH:19])=[O:18])=[C:15]([F:24])[CH:14]=3)[CH2:10][CH:5]3[CH2:6][CH:7]([CH2:9][CH:3]([CH2:4]3)[CH2:2]1)[CH2:8]2.[H][H]. Product: [C:1]12([CH2:11][O:12][C:13]3[C:21]([CH2:22][CH3:23])=[CH:20][C:16]([C:17]([OH:19])=[O:18])=[C:15]([F:24])[CH:14]=3)[CH2:8][CH:7]3[CH2:6][CH:5]([CH2:4][CH:3]([CH2:9]3)[CH2:2]1)[CH2:10]2. The catalyst class is: 153. (3) Reactant: C(OC(=O)[NH:7][C@@H:8]1[CH2:12][CH2:11][N:10]([CH2:13][C@@H:14]2[O:19][C@H:18]([CH3:20])[CH2:17][N:16]([C:21]3[CH:30]=[CH:29][C:28]([C:31]#[N:32])=[C:27]4[C:22]=3[CH:23]=[CH:24][CH:25]=[N:26]4)[CH2:15]2)[CH2:9]1)(C)(C)C.C(O)(C(F)(F)F)=O. Product: [NH2:7][C@@H:8]1[CH2:12][CH2:11][N:10]([CH2:13][C@H:14]2[CH2:15][N:16]([C:21]3[CH:30]=[CH:29][C:28]([C:31]#[N:32])=[C:27]4[C:22]=3[CH:23]=[CH:24][CH:25]=[N:26]4)[CH2:17][C@@H:18]([CH3:20])[O:19]2)[CH2:9]1. The catalyst class is: 2. (4) The catalyst class is: 22. Reactant: [CH3:1][N:2]1[CH:6]=[C:5]([CH2:7][C:8]2[C:9](=[O:18])[N:10]=[C:11]([NH:14][N+:15]([O-:17])=[O:16])[NH:12][CH:13]=2)[CH:4]=[N:3]1.[CH3:19]CN(C(C)C)C(C)C.CI. Product: [CH3:19][N:12]1[CH:13]=[C:8]([CH2:7][C:5]2[CH:4]=[N:3][N:2]([CH3:1])[CH:6]=2)[C:9](=[O:18])[N:10]=[C:11]1[NH:14][N+:15]([O-:17])=[O:16]. (5) Reactant: [F:1][C:2]([F:19])([F:18])[C:3]([NH:5][C@H:6]1[C:15]2[C:10](=[CH:11][CH:12]=[C:13]([F:16])[CH:14]=2)[C@H:9]([OH:17])[CH2:8][CH2:7]1)=[O:4].N1C=CN=C1.[Si:25](Cl)([C:38]([CH3:41])([CH3:40])[CH3:39])([C:32]1[CH:37]=[CH:36][CH:35]=[CH:34][CH:33]=1)[C:26]1[CH:31]=[CH:30][CH:29]=[CH:28][CH:27]=1. Product: [Si:25]([O:17][C@H:9]1[C:10]2[C:15](=[CH:14][C:13]([F:16])=[CH:12][CH:11]=2)[C@H:6]([NH:5][C:3](=[O:4])[C:2]([F:1])([F:18])[F:19])[CH2:7][CH2:8]1)([C:38]([CH3:41])([CH3:40])[CH3:39])([C:32]1[CH:33]=[CH:34][CH:35]=[CH:36][CH:37]=1)[C:26]1[CH:31]=[CH:30][CH:29]=[CH:28][CH:27]=1. The catalyst class is: 3. (6) Reactant: C=O.S([O-])([O-])(=O)=O.[Na+].[Na+].[CH3:10][CH2:11][O:12][Si:13](OCC)(OCC)[CH2:14][CH2:15][CH2:16][NH2:17].C1[C:33]2[C:28](=[CH:29][CH:30]=[CH:31][CH:32]=2)[CH:27]=[CH:26][C:25]=1[OH:34]. Product: [CH2:11]([O:12][SiH3:13])[CH3:10].[CH:15]1[C:14]2[C:29]3[C:28]([CH:27]=[CH:26][C:25]=2[O:34][NH:17][CH:16]=1)=[CH:33][CH:32]=[CH:31][CH:30]=3. The catalyst class is: 8. (7) Reactant: C([O:8][C:9]1[CH:14]=[C:13]([O:15]CC2C=CC=CC=2)[CH:12]=[CH:11][C:10]=1[CH:23]1[CH2:28][CH2:27][N:26]([C:29]([C:31]2[CH:36]=[CH:35][CH:34]=[CH:33][CH:32]=2)=[O:30])[CH2:25][CH2:24]1)C1C=CC=CC=1. Product: [OH:8][C:9]1[CH:14]=[C:13]([OH:15])[CH:12]=[CH:11][C:10]=1[CH:23]1[CH2:24][CH2:25][N:26]([C:29]([C:31]2[CH:32]=[CH:33][CH:34]=[CH:35][CH:36]=2)=[O:30])[CH2:27][CH2:28]1. The catalyst class is: 19.